This data is from Clinical trial toxicity outcomes and FDA approval status for drugs. The task is: Regression/Classification. Given a drug SMILES string, predict its toxicity properties. Task type varies by dataset: regression for continuous values (e.g., LD50, hERG inhibition percentage) or binary classification for toxic/non-toxic outcomes (e.g., AMES mutagenicity, cardiotoxicity, hepatotoxicity). Dataset: clintox. (1) The compound is C[C@]12CC(=O)[C@H]3[C@@H](CCC4=CC(=O)C=C[C@@]43C)[C@@H]1CC[C@]2(O)C(=O)CO. The result is 1 (failed clinical trial for toxicity). (2) The compound is CC(C)Cn1cnc2c(N)nc3ccccc3c21. The result is 0 (passed clinical trial). (3) The molecule is O=[99Tc](=O)(=O)[O-]. The result is 0 (passed clinical trial). (4) The drug is CCC1=C(C)CN(C(=O)NCCc2ccc(S(=O)(=O)[N-]C(=O)NC3CCC(C)CC3)cc2)C1=O. The result is 0 (passed clinical trial). (5) The drug is O=[Ti]=O. The result is 0 (passed clinical trial). (6) The compound is O=C([O-])C(S)C(S)C(=O)[O-]. The result is 0 (passed clinical trial). (7) The drug is CCCCC(=O)N(Cc1ccc(-c2ccccc2-c2nnn[n-]2)cc1)[C@H](C(=O)[O-])C(C)C. The result is 0 (passed clinical trial).